Dataset: Reaction yield outcomes from USPTO patents with 853,638 reactions. Task: Predict the reaction yield, written as a fraction of the theoretical maximum amount of product (1.0 means a 100% yield; for example, 0.34 means a 34% yield). (1) The reactants are NC(N)=S.[CH3:5][N:6]([CH3:19])[S:7]([C:10]1[C:15]([Cl:16])=[CH:14][CH:13]=[C:12]([NH2:17])[C:11]=1[OH:18])(=[O:9])=[O:8].[Cl:20][C:21]1[C:26]([F:27])=[CH:25][CH:24]=[CH:23][C:22]=1[N:28]=[C:29]=[S:30]. No catalyst specified. The product is [Cl:16][C:15]1[CH:14]=[CH:13][C:12]([NH:17][C:29]([NH:28][C:22]2[CH:23]=[CH:24][CH:25]=[C:26]([F:27])[C:21]=2[Cl:20])=[S:30])=[C:11]([OH:18])[C:10]=1[S:7]([N:6]([CH3:19])[CH3:5])(=[O:9])=[O:8]. The yield is 0.710. (2) The reactants are [Cl:1][C:2]1[CH:10]=[CH:9][CH:8]=[C:7]2[C:3]=1[C:4]([C:12]([O:14][CH3:15])=[O:13])=[C:5]([CH3:11])[NH:6]2.[H-].[Na+].[CH3:18]I. The catalyst is CN(C=O)C.[NH4+].[Cl-]. The product is [Cl:1][C:2]1[CH:10]=[CH:9][CH:8]=[C:7]2[C:3]=1[C:4]([C:12]([O:14][CH3:15])=[O:13])=[C:5]([CH3:11])[N:6]2[CH3:18]. The yield is 0.720. (3) The reactants are [H-].[Na+].[F:3][C:4]([F:18])([F:17])[C:5]1[CH:10]=[CH:9][CH:8]=[CH:7][C:6]=1[CH:11]([OH:16])[C:12]([F:15])([F:14])[F:13].[NH2:19][C:20]1[N:25]=[C:24](Cl)[CH:23]=[C:22]([Cl:27])[N:21]=1.O. The catalyst is C1COCC1.C(OCC)(=O)C. The product is [Cl:27][C:22]1[CH:23]=[C:24]([O:16][CH:11]([C:6]2[CH:7]=[CH:8][CH:9]=[CH:10][C:5]=2[C:4]([F:17])([F:18])[F:3])[C:12]([F:13])([F:14])[F:15])[N:25]=[C:20]([NH2:19])[N:21]=1. The yield is 0.710. (4) The reactants are [NH2:1][C@H:2]([C:5]1[N:6]([CH:17]2[CH2:19][CH2:18]2)[C:7](=[O:16])[C:8]2[C:13]([CH:14]=1)=[CH:12][CH:11]=[CH:10][C:9]=2[Cl:15])[CH2:3][CH3:4].Cl[C:21]1[N:26]=[CH:25][N:24]=[C:23]([NH2:27])[C:22]=1[C:28]1[N:32]=[CH:31][N:30]([CH3:33])[N:29]=1.CCN(C(C)C)C(C)C. The catalyst is CCCCO. The product is [NH2:27][C:23]1[N:24]=[CH:25][N:26]=[C:21]([NH:1][C@H:2]([C:5]2[N:6]([CH:17]3[CH2:19][CH2:18]3)[C:7](=[O:16])[C:8]3[C:13]([CH:14]=2)=[CH:12][CH:11]=[CH:10][C:9]=3[Cl:15])[CH2:3][CH3:4])[C:22]=1[C:28]1[N:32]=[CH:31][N:30]([CH3:33])[N:29]=1. The yield is 0.296. (5) The reactants are C(O)(C(F)(F)F)=O.[F:8][C:9]1([F:28])[CH2:13][CH2:12][N:11]([CH2:14][CH:15]2[CH2:20][CH2:19][N:18](C(OC(C)(C)C)=O)[CH2:17][CH2:16]2)[CH2:10]1. The catalyst is C(Cl)Cl. The product is [F:28][C:9]1([F:8])[CH2:13][CH2:12][N:11]([CH2:14][CH:15]2[CH2:20][CH2:19][NH:18][CH2:17][CH2:16]2)[CH2:10]1. The yield is 0.840. (6) The product is [F:33][CH:34]([F:38])[C:35]([NH:2][C@H:3]1[CH2:4][C:5](=[O:23])[N:6]([C:8]2[CH:9]=[CH:10][C:11]([O:14][CH2:15][C:16]3[CH:21]=[CH:20][CH:19]=[C:18]([F:22])[CH:17]=3)=[CH:12][CH:13]=2)[CH2:7]1)=[O:36]. The reactants are Cl.[NH2:2][C@@H:3]1[CH2:7][N:6]([C:8]2[CH:13]=[CH:12][C:11]([O:14][CH2:15][C:16]3[CH:21]=[CH:20][CH:19]=[C:18]([F:22])[CH:17]=3)=[CH:10][CH:9]=2)[C:5](=[O:23])[CH2:4]1.C(N(C(C)C)C(C)C)C.[F:33][CH:34]([F:38])[C:35](O)=[O:36].N1(OC(N(C)C)=[N+](C)C)C2C=CC=CC=2N=N1.F[B-](F)(F)F. The yield is 0.180. The catalyst is CN(C)C=O. (7) The reactants are [Br:1][C:2]1[N:3]2[CH2:19][C@@H:18]([C:20]([O:22]CC)=[O:21])[CH2:17][C:16](=[O:25])[CH:5]3[C@@H:6]([NH:11][C:12]([O:14][CH3:15])=[O:13])[CH2:7][CH2:8][C:9]([CH:10]=1)=[C:4]23.[OH-].[Li+].Cl. The catalyst is O1CCCC1.O. The product is [Br:1][C:2]1[N:3]2[CH2:19][C@@H:18]([C:20]([OH:22])=[O:21])[CH2:17][C:16](=[O:25])[CH:5]3[C@@H:6]([NH:11][C:12]([O:14][CH3:15])=[O:13])[CH2:7][CH2:8][C:9]([CH:10]=1)=[C:4]23. The yield is 0.940.